From a dataset of Full USPTO retrosynthesis dataset with 1.9M reactions from patents (1976-2016). Predict the reactants needed to synthesize the given product. Given the product [NH2:1][C:2]1[NH:7][C:6](=[O:8])[C:5]([C:10]([NH:12][CH2:13][CH:14]2[CH2:19][CH2:18][N:17]([CH:20]([C:21]([NH:30][CH3:29])=[O:22])[CH2:24][CH2:25][CH2:26][CH3:27])[CH2:16][CH2:15]2)=[O:11])=[CH:4][C:3]=1[Cl:28], predict the reactants needed to synthesize it. The reactants are: [NH2:1][C:2]1[N:7]=[C:6]([O:8]C)[C:5]([C:10]([NH:12][CH2:13][CH:14]2[CH2:19][CH2:18][N:17]([CH:20]([CH2:24][CH2:25][CH2:26][CH3:27])[C:21](O)=[O:22])[CH2:16][CH2:15]2)=[O:11])=[CH:4][C:3]=1[Cl:28].[C:29](P(=O)(OCC)OCC)#[N:30].Cl.CNC.C(N(CC)C(C)C)(C)C.